Task: Predict which catalyst facilitates the given reaction.. Dataset: Catalyst prediction with 721,799 reactions and 888 catalyst types from USPTO (1) Reactant: C(OC([N:8]1[CH2:12][CH2:11][C@@H:10]([O:13][C:14](=[O:28])[C@:15]([CH:23]2[CH2:27][CH2:26][CH2:25][CH2:24]2)([OH:22])[C:16]2[CH:21]=[CH:20][CH:19]=[CH:18][CH:17]=2)[CH2:9]1)=O)(C)(C)C.[ClH:29]. Product: [NH:8]1[CH2:12][CH2:11][C@@H:10]([O:13][C:14](=[O:28])[C@:15]([CH:23]2[CH2:24][CH2:25][CH2:26][CH2:27]2)([OH:22])[C:16]2[CH:17]=[CH:18][CH:19]=[CH:20][CH:21]=2)[CH2:9]1.[ClH:29]. The catalyst class is: 12. (2) The catalyst class is: 105. Reactant: C([N:8](CC1C=CC=CC=1)[CH:9]1[CH2:14][CH2:13][CH2:12][N:11]([C:15]2[N:19]([CH2:20][CH3:21])[N:18]=[CH:17][N:16]=2)[CH2:10]1)C1C=CC=CC=1. Product: [CH2:20]([N:19]1[C:15]([N:11]2[CH2:12][CH2:13][CH2:14][CH:9]([NH2:8])[CH2:10]2)=[N:16][CH:17]=[N:18]1)[CH3:21]. (3) Reactant: [CH3:1][CH:2]1[CH2:7][CH2:6][N:5]([CH2:8][CH:9]=[C:10]2[CH2:18][CH2:17][CH2:16][C:15]3[N:14]([C:19]4[CH:24]=[CH:23][CH:22]=[CH:21][CH:20]=4)[N:13]=[CH:12][C:11]2=3)[CH2:4][CH2:3]1. Product: [CH3:1][CH:2]1[CH2:7][CH2:6][N:5]([CH2:8][CH2:9][CH:10]2[CH2:18][CH2:17][CH2:16][C:15]3[N:14]([C:19]4[CH:20]=[CH:21][CH:22]=[CH:23][CH:24]=4)[N:13]=[CH:12][C:11]2=3)[CH2:4][CH2:3]1. The catalyst class is: 50. (4) Reactant: Cl.[NH2:2][CH2:3][CH:4]([CH:10]([CH3:12])[CH3:11])[C:5]([O:7][CH2:8][CH3:9])=[O:6].CCN(C(C)C)C(C)C.Cl[C:23](=[O:30])[CH2:24][C:25]([O:27][CH2:28][CH3:29])=[O:26].CCCCCC.CCOC(C)=O. Product: [CH2:28]([O:27][C:25](=[O:26])[CH2:24][C:23]([NH:2][CH2:3][CH:4]([CH:10]([CH3:11])[CH3:12])[C:5]([O:7][CH2:8][CH3:9])=[O:6])=[O:30])[CH3:29]. The catalyst class is: 2. (5) Product: [C:1]([O:5][C:6](=[O:20])[C:7]([CH3:8])([S:9][C:10]1[CH:11]=[CH:12][C:13]([C:14]([O:16][CH2:40][C:38]2[N:37]=[N:36][N:35]([CH2:34][C:33]3[CH:42]=[CH:43][C:30]([C:23]([O:28][CH3:29])([C:22]([F:44])([F:21])[F:45])[C:24]([F:25])([F:26])[F:27])=[CH:31][CH:32]=3)[CH:39]=2)=[O:15])=[CH:17][CH:18]=1)[CH3:19])([CH3:2])([CH3:3])[CH3:4]. The catalyst class is: 119. Reactant: [C:1]([O:5][C:6](=[O:20])[C:7]([CH3:19])([S:9][C:10]1[CH:18]=[CH:17][C:13]([C:14]([OH:16])=[O:15])=[CH:12][CH:11]=1)[CH3:8])([CH3:4])([CH3:3])[CH3:2].[F:21][C:22]([F:45])([F:44])[C:23]([C:30]1[CH:43]=[CH:42][C:33]([CH2:34][N:35]2[CH:39]=[C:38]([CH2:40]O)[N:37]=[N:36]2)=[CH:32][CH:31]=1)([O:28][CH3:29])[C:24]([F:27])([F:26])[F:25].C1(N=C=NC2CCCCC2)CCCCC1.